This data is from Forward reaction prediction with 1.9M reactions from USPTO patents (1976-2016). The task is: Predict the product of the given reaction. Given the reactants [CH2:1]([NH:3][C:4]([NH:6][N:7]([CH2:9][C:10]([OH:12])=O)[CH3:8])=[O:5])[CH3:2].[NH2:13][C@H:14]([C:23]([N:25]([CH2:35][C:36]1[C:37]2[CH:44]=[CH:43][CH:42]=[CH:41][C:38]=2[S:39][CH:40]=1)[C@@H:26]([CH3:34])[CH:27]([O:31][CH2:32][CH3:33])[O:28][CH2:29][CH3:30])=[O:24])[CH2:15][C:16]([O:18][C:19]([CH3:22])([CH3:21])[CH3:20])=[O:17], predict the reaction product. The product is: [S:39]1[CH:40]=[C:36]([CH2:35][N:25]([C@@H:26]([CH3:34])[CH:27]([O:28][CH2:29][CH3:30])[O:31][CH2:32][CH3:33])[C:23](=[O:24])[C@@H:14]([NH:13][C:10](=[O:12])[CH2:9][N:7]([CH3:8])[NH:6][C:4](=[O:5])[NH:3][CH2:1][CH3:2])[CH2:15][C:16]([O:18][C:19]([CH3:20])([CH3:21])[CH3:22])=[O:17])[C:37]2[CH:44]=[CH:43][CH:42]=[CH:41][C:38]1=2.